The task is: Predict the product of the given reaction.. This data is from Forward reaction prediction with 1.9M reactions from USPTO patents (1976-2016). Given the reactants Br[C:2]1[C:7]([O:8][CH3:9])=[CH:6][N:5]([CH:10]([CH3:27])[C:11]([NH:13][C:14]2[CH:26]=[CH:25][C:17]([C:18]([O:20][C:21]([CH3:24])([CH3:23])[CH3:22])=[O:19])=[CH:16][CH:15]=2)=[O:12])[C:4](=[O:28])[CH:3]=1.[Br:29][C:30]1[CH:35]=[CH:34][C:33]([Cl:36])=[CH:32][C:31]=1B(O)O.C(=O)([O-])[O-].[K+].[K+], predict the reaction product. The product is: [Br:29][C:30]1[CH:35]=[CH:34][C:33]([Cl:36])=[CH:32][C:31]=1[C:2]1[C:7]([O:8][CH3:9])=[CH:6][N:5]([CH:10]([CH3:27])[C:11]([NH:13][C:14]2[CH:15]=[CH:16][C:17]([C:18]([O:20][C:21]([CH3:22])([CH3:23])[CH3:24])=[O:19])=[CH:25][CH:26]=2)=[O:12])[C:4](=[O:28])[CH:3]=1.